This data is from Reaction yield outcomes from USPTO patents with 853,638 reactions. The task is: Predict the reaction yield, written as a fraction of the theoretical maximum amount of product (1.0 means a 100% yield; for example, 0.34 means a 34% yield). (1) The reactants are Cl[C:2]1[N:10]=[CH:9][CH:8]=[CH:7][C:3]=1[C:4](Cl)=[O:5].C(N(CC)CC)C.[NH:18]1[CH2:23][CH2:22][O:21][CH2:20][CH2:19]1.[Cl:24]CCl. No catalyst specified. The product is [Cl:24][C:9]1[N:10]=[CH:2][C:3]([C:4]([N:18]2[CH2:23][CH2:22][O:21][CH2:20][CH2:19]2)=[O:5])=[CH:7][CH:8]=1. The yield is 0.880. (2) The reactants are [Li]CCCC.[Cl:6][C:7]1[C:8]2[N:9]([C:13]([C@@H:16]3[CH2:21][CH2:20][CH2:19][N:18]([C:22]([O:24][CH2:25][C:26]4[CH:31]=[CH:30][CH:29]=[CH:28][CH:27]=4)=[O:23])[CH2:17]3)=[N:14][CH:15]=2)[CH:10]=[CH:11][N:12]=1.[Cl:32]C(Cl)(Cl)C(Cl)(Cl)Cl. The catalyst is C1COCC1. The product is [Cl:32][C:10]1[N:9]2[C:13]([C@@H:16]3[CH2:21][CH2:20][CH2:19][N:18]([C:22]([O:24][CH2:25][C:26]4[CH:27]=[CH:28][CH:29]=[CH:30][CH:31]=4)=[O:23])[CH2:17]3)=[N:14][CH:15]=[C:8]2[C:7]([Cl:6])=[N:12][CH:11]=1. The yield is 0.750. (3) The reactants are [Cl:1][C:2]1[CH:7]=[CH:6][C:5]([N+:8]([O-:10])=[O:9])=[CH:4][C:3]=1[S:11](Cl)(=[O:13])=[O:12].[C:15]([N:22]1[CH2:27][CH2:26][NH:25][CH2:24][CH2:23]1)([O:17][C:18]([CH3:21])([CH3:20])[CH3:19])=[O:16].C(N(CC)C(C)C)(C)C. The catalyst is C1COCC1. The product is [Cl:1][C:2]1[CH:7]=[CH:6][C:5]([N+:8]([O-:10])=[O:9])=[CH:4][C:3]=1[S:11]([N:25]1[CH2:24][CH2:23][N:22]([C:15]([O:17][C:18]([CH3:21])([CH3:20])[CH3:19])=[O:16])[CH2:27][CH2:26]1)(=[O:13])=[O:12]. The yield is 0.953. (4) The reactants are [OH-].[NH4+:2].[F:3][C:4]1[C:12]([F:13])=[C:11](F)[C:10]([N+:15]([O-:17])=[O:16])=[CH:9][C:5]=1[C:6]([OH:8])=[O:7].Cl. The catalyst is O. The product is [NH2:2][C:11]1[C:10]([N+:15]([O-:17])=[O:16])=[CH:9][C:5]([C:6]([OH:8])=[O:7])=[C:4]([F:3])[C:12]=1[F:13]. The yield is 0.950. (5) The reactants are [NH2:1][CH2:2][CH2:3][N:4]([CH2:7][CH2:8][NH:9][C:10]1[CH:15]=[CH:14][CH:13]=[C:12]([Br:16])[N:11]=1)[CH2:5][CH3:6].C(N(CCN[C:33]([C:35]1[CH:44]=[N:43][C:42]2[C:37](=[CH:38][CH:39]=[C:40]([I:45])[CH:41]=2)[N:36]=1)=[O:34])CCOC1C(F)=NC=CC=1)C. No catalyst specified. The product is [Br:16][C:12]1[N:11]=[C:10]([NH:9][CH2:8][CH2:7][N:4]([CH2:3][CH2:2][NH:1][C:33]([C:35]2[CH:44]=[N:43][C:42]3[C:37](=[CH:38][CH:39]=[C:40]([I:45])[CH:41]=3)[N:36]=2)=[O:34])[CH2:5][CH3:6])[CH:15]=[CH:14][CH:13]=1. The yield is 0.700. (6) The product is [F:32][C:26]1[CH:27]=[CH:28][CH:29]=[C:30]([F:31])[C:25]=1[NH:24][C:22](=[O:23])[C:21]1[CH:33]=[C:17]([C:9]2[N:10]=[C:11]3[CH:16]=[CH:15][CH:14]=[CH:13][N:12]3[C:8]=2[C:6]2[CH:5]=[CH:4][N:3]=[C:2]([NH:45][C:43]3[CH:44]=[C:39]([CH3:38])[C:40]([N:49]4[CH2:54][CH2:53][N:52]([CH2:55][CH2:56][S:57]([CH3:60])(=[O:59])=[O:58])[CH2:51][CH2:50]4)=[CH:41][C:42]=3[O:46][CH2:47][CH3:48])[N:7]=2)[CH:18]=[CH:19][C:20]=1[O:34][CH:35]([CH3:37])[CH3:36]. The catalyst is C(O)C(F)(F)F. The yield is 0.350. The reactants are Cl[C:2]1[N:7]=[C:6]([C:8]2[N:12]3[CH:13]=[CH:14][CH:15]=[CH:16][C:11]3=[N:10][C:9]=2[C:17]2[CH:18]=[CH:19][C:20]([O:34][CH:35]([CH3:37])[CH3:36])=[C:21]([CH:33]=2)[C:22]([NH:24][C:25]2[C:30]([F:31])=[CH:29][CH:28]=[CH:27][C:26]=2[F:32])=[O:23])[CH:5]=[CH:4][N:3]=1.[CH3:38][C:39]1[C:40]([N:49]2[CH2:54][CH2:53][N:52]([CH2:55][CH2:56][S:57]([CH3:60])(=[O:59])=[O:58])[CH2:51][CH2:50]2)=[CH:41][C:42]([O:46][CH2:47][CH3:48])=[C:43]([NH2:45])[CH:44]=1.C1(C)C=CC(S(O)(=O)=O)=CC=1. (7) The reactants are [C:1]1([C:7]2[O:11][N:10]=[CH:9][C:8]=2/[CH:12]=[CH:13]/[C:14]([OH:16])=O)[CH:6]=[CH:5][CH:4]=[CH:3][CH:2]=1.C([N:19](CC)CC)C.C(Cl)(=O)OCC.N. The catalyst is O.O1CCCC1. The product is [C:1]1([C:7]2[O:11][N:10]=[CH:9][C:8]=2/[CH:12]=[CH:13]/[C:14]([NH2:19])=[O:16])[CH:6]=[CH:5][CH:4]=[CH:3][CH:2]=1. The yield is 0.890.